This data is from Forward reaction prediction with 1.9M reactions from USPTO patents (1976-2016). The task is: Predict the product of the given reaction. (1) Given the reactants [CH:1]1([N:6]2[CH2:11][CH2:10][N:9]([C:12]([C:14]3[CH:15]=[C:16]4[C:20](=[CH:21][CH:22]=3)[NH:19][C:18]([C:23]([N:25]3[CH2:30][CH2:29][S:28](=[O:32])(=[O:31])[CH2:27][CH2:26]3)=[O:24])=[CH:17]4)=[O:13])[CH2:8][CH2:7]2)[CH2:5][CH2:4][CH2:3][CH2:2]1.[H-].[Na+].CS(O[CH2:40][C:41]([F:44])([F:43])[F:42])(=O)=O, predict the reaction product. The product is: [CH:1]1([N:6]2[CH2:7][CH2:8][N:9]([C:12]([C:14]3[CH:15]=[C:16]4[C:20](=[CH:21][CH:22]=3)[N:19]([CH2:40][C:41]([F:44])([F:43])[F:42])[C:18]([C:23]([N:25]3[CH2:30][CH2:29][S:28](=[O:31])(=[O:32])[CH2:27][CH2:26]3)=[O:24])=[CH:17]4)=[O:13])[CH2:10][CH2:11]2)[CH2:2][CH2:3][CH2:4][CH2:5]1. (2) Given the reactants [Br:1][C:2]1[C:3]([N:10]([CH:12]2[CH2:16][CH2:15][CH2:14][CH2:13]2)[NH2:11])=[N:4][C:5]([C:8]#[N:9])=[N:6][CH:7]=1.[Cl:17][CH2:18][C:19]1[CH:27]=[CH:26][C:22]([C:23](Cl)=[O:24])=[CH:21][CH:20]=1.CCN(C(C)C)C(C)C, predict the reaction product. The product is: [Br:1][C:2]1[C:3]([N:10]([CH:12]2[CH2:13][CH2:14][CH2:15][CH2:16]2)[NH:11][C:23](=[O:24])[C:22]2[CH:26]=[CH:27][C:19]([CH2:18][Cl:17])=[CH:20][CH:21]=2)=[N:4][C:5]([C:8]#[N:9])=[N:6][CH:7]=1. (3) Given the reactants [N:1]1[NH:2][N:3]=[N:4][C:5]=1[C:6]1[CH:7]=[C:8]([OH:12])[CH:9]=[CH:10][CH:11]=1.CCN(CC)CC.Br[CH2:21][C:22]([O:24][CH3:25])=[O:23], predict the reaction product. The product is: [OH:12][C:8]1[CH:7]=[C:6]([C:5]2[N:4]=[N:3][N:2]([CH2:21][C:22]([O:24][CH3:25])=[O:23])[N:1]=2)[CH:11]=[CH:10][CH:9]=1. (4) Given the reactants [CH:1]1([C:9]([N:11]2[CH2:16][CH2:15][N:14]([CH:17]3[CH2:22][CH2:21][CH2:20][CH2:19][CH2:18]3)[CH2:13][CH2:12]2)=[O:10])[C:3]2([CH2:8][CH2:7][NH:6][CH2:5][CH2:4]2)[CH2:2]1.Cl[C:24]1[CH:29]=[CH:28][C:27]([C:30]([F:33])([F:32])[F:31])=[CH:26][N:25]=1, predict the reaction product. The product is: [CH:17]1([N:14]2[CH2:15][CH2:16][N:11]([C:9]([CH:1]3[C:3]4([CH2:8][CH2:7][N:6]([C:24]5[CH:29]=[CH:28][C:27]([C:30]([F:33])([F:32])[F:31])=[CH:26][N:25]=5)[CH2:5][CH2:4]4)[CH2:2]3)=[O:10])[CH2:12][CH2:13]2)[CH2:18][CH2:19][CH2:20][CH2:21][CH2:22]1. (5) Given the reactants [Cl:1][C:2]1[C:7]([NH:8][CH3:9])=[C:6]([NH:10]C(=O)OC(C)(C)C)[CH:5]=[C:4]([Cl:18])[N:3]=1, predict the reaction product. The product is: [Cl:1][C:2]1[C:7]([NH:8][CH3:9])=[C:6]([NH2:10])[CH:5]=[C:4]([Cl:18])[N:3]=1.